Dataset: Full USPTO retrosynthesis dataset with 1.9M reactions from patents (1976-2016). Task: Predict the reactants needed to synthesize the given product. (1) The reactants are: C([O:3][C:4](=[O:30])[C:5]([CH3:29])([CH3:28])[CH2:6][CH2:7][CH2:8][CH2:9][CH2:10][CH:11]([C:21]1[CH:26]=[CH:25][CH:24]=[CH:23][C:22]=1[Cl:27])[N:12]1[CH2:17][CH2:16][C:15]2[S:18][CH:19]=[CH:20][C:14]=2[CH2:13]1)C.C(O)C.[OH-].[Na+]. Given the product [Cl:27][C:22]1[CH:23]=[CH:24][CH:25]=[CH:26][C:21]=1[CH:11]([N:12]1[CH2:17][CH2:16][C:15]2[S:18][CH:19]=[CH:20][C:14]=2[CH2:13]1)[CH2:10][CH2:9][CH2:8][CH2:7][CH2:6][C:5]([CH3:29])([CH3:28])[C:4]([OH:30])=[O:3], predict the reactants needed to synthesize it. (2) Given the product [F:1][CH2:2][C@@H:3]1[C@@H:7]([C:8]2[CH:13]=[CH:12][C:11]([C:25]#[C:24][Si:26]([CH3:29])([CH3:28])[CH3:27])=[CH:10][CH:9]=2)[O:6][C:5]([CH3:16])([CH3:15])[N:4]1[C:17]([O:19][C:20]([CH3:23])([CH3:22])[CH3:21])=[O:18], predict the reactants needed to synthesize it. The reactants are: [F:1][CH2:2][C@@H:3]1[C@@H:7]([C:8]2[CH:13]=[CH:12][C:11](I)=[CH:10][CH:9]=2)[O:6][C:5]([CH3:16])([CH3:15])[N:4]1[C:17]([O:19][C:20]([CH3:23])([CH3:22])[CH3:21])=[O:18].[C:24]([Si:26]([CH3:29])([CH3:28])[CH3:27])#[CH:25].N1CCCCC1. (3) The reactants are: [OH:1][C:2]1[CH:11]=[C:10]2[C:5]([CH:6]=[C:7]([S:16](Cl)(=[O:18])=[O:17])[CH:8]=[C:9]2[S:12](Cl)(=[O:14])=[O:13])=[CH:4][CH:3]=1.[Cl:20][C:21]1[C:22]([F:28])=[C:23]([CH:25]=[CH:26][CH:27]=1)[NH2:24]. Given the product [Cl:20][C:21]1[C:22]([F:28])=[C:23]([NH:24][S:12]([C:9]2[C:10]3[C:5](=[CH:4][CH:3]=[C:2]([OH:1])[CH:11]=3)[CH:6]=[C:7]([S:16]([NH:24][C:23]3[CH:25]=[CH:26][CH:27]=[C:21]([Cl:20])[C:22]=3[F:28])(=[O:18])=[O:17])[CH:8]=2)(=[O:14])=[O:13])[CH:25]=[CH:26][CH:27]=1, predict the reactants needed to synthesize it.